From a dataset of Full USPTO retrosynthesis dataset with 1.9M reactions from patents (1976-2016). Predict the reactants needed to synthesize the given product. (1) Given the product [CH2:1]([O:3][C:4](=[O:27])[C:5]([O:8][C:9]1[CH:14]=[CH:13][C:12]([O:15][C:16]2[CH:17]=[CH:18][C:19]([F:24])=[C:20]([C:22]#[N:23])[CH:21]=2)=[CH:11][C:10]=1[CH3:26])([CH3:6])[CH3:7])[CH3:2], predict the reactants needed to synthesize it. The reactants are: [CH2:1]([O:3][C:4](=[O:27])[C:5]([O:8][C:9]1[CH:14]=[CH:13][C:12]([O:15][C:16]2[CH:21]=[C:20]([C:22]#[N:23])[C:19]([F:24])=[CH:18][C:17]=2N)=[CH:11][C:10]=1[CH3:26])([CH3:7])[CH3:6])[CH3:2].O[PH2]=O.N([O-])=O.[Na+]. (2) Given the product [NH2:21][C:19]1[N:20]=[C:15]([C:8]2[CH:9]=[CH:10][C:5]([C:2]([OH:1])([CH3:4])[CH3:3])=[CH:6][CH:7]=2)[CH:16]=[C:17]([NH:22][CH3:23])[N:18]=1, predict the reactants needed to synthesize it. The reactants are: [OH:1][C:2]([C:5]1[CH:10]=[CH:9][C:8](B(O)O)=[CH:7][CH:6]=1)([CH3:4])[CH3:3].Cl[C:15]1[N:20]=[C:19]([NH2:21])[N:18]=[C:17]([NH:22][CH3:23])[CH:16]=1. (3) The reactants are: Cl[C:2](OC(Cl)(Cl)Cl)=[O:3].[Cl:9][C:10]1[CH:15]=[C:14]([C:16]([F:19])([F:18])[F:17])[CH:13]=[C:12]([F:20])[C:11]=1[O:21][C:22]1[CH:26]=[C:25]([CH3:27])[NH:24][N:23]=1.[CH2:28]([NH2:34])[CH:29]1[O:33][CH2:32][CH2:31][CH2:30]1.C(N(CC)CC)C. Given the product [CH2:28]([NH:34][C:2]([N:24]1[C:25]([CH3:27])=[CH:26][C:22]([O:21][C:11]2[C:12]([F:20])=[CH:13][C:14]([C:16]([F:19])([F:17])[F:18])=[CH:15][C:10]=2[Cl:9])=[N:23]1)=[O:3])[CH:29]1[O:33][CH2:32][CH2:31][CH2:30]1, predict the reactants needed to synthesize it. (4) Given the product [C:20]1([C:11]2[N:10]=[C:9]([NH:8][C:6]3[CH:5]=[CH:4][N:3]=[C:2]([NH:42][CH2:44][CH2:35][C:30]4[CH:29]=[CH:34][CH:33]=[CH:32][N:31]=4)[N:7]=3)[C:14]([C:15]([O:17][CH2:18][CH3:19])=[O:16])=[CH:13][N:12]=2)[CH:25]=[CH:24][CH:23]=[CH:22][CH:21]=1, predict the reactants needed to synthesize it. The reactants are: F[C:2]1[N:7]=[C:6]([NH:8][C:9]2[C:14]([C:15]([O:17][CH2:18][CH3:19])=[O:16])=[CH:13][N:12]=[C:11]([C:20]3[CH:25]=[CH:24][CH:23]=[CH:22][CH:21]=3)[N:10]=2)[CH:5]=[CH:4][N:3]=1.NCC[C:29]1[CH:30]=[N:31][CH:32]=[CH:33][CH:34]=1.[C:35](=O)([O-])[O-].[Cs+].[Cs+].C[N:42]([CH:44]=O)C. (5) Given the product [CH2:4]([O:11][CH:12]([CH:18]([C:25]1[CH:30]=[CH:29][CH:28]=[CH:27][CH:26]=1)[C:19]1[CH:20]=[CH:21][CH:22]=[CH:23][CH:24]=1)[C:13]([OH:15])=[O:14])[C:5]1[CH:6]=[CH:7][CH:8]=[CH:9][CH:10]=1, predict the reactants needed to synthesize it. The reactants are: O.[OH-].[Li+].[CH2:4]([O:11][CH:12]([CH:18]([C:25]1[CH:30]=[CH:29][CH:28]=[CH:27][CH:26]=1)[C:19]1[CH:24]=[CH:23][CH:22]=[CH:21][CH:20]=1)[C:13]([O:15]CC)=[O:14])[C:5]1[CH:10]=[CH:9][CH:8]=[CH:7][CH:6]=1.Cl.NC1C=CC=C(F)C=1CC[C@@H]1N(S(C2C=CC=CC=2)(=O)=O)CCN(C(OC(C)(C)C)=O)C1. (6) Given the product [O:10]=[C:2]1[C:3](=[C:27]2[C:31]3[C:30](=[CH:35][CH:34]=[CH:33][CH:32]=3)[CH:29]([C:36]([OH:38])=[O:37])[O:28]2)[C:4]2[C:9](=[CH:8][CH:7]=[CH:6][CH:5]=2)[NH:1]1, predict the reactants needed to synthesize it. The reactants are: [NH:1]1[C:9]2[C:4](=[CH:5][CH:6]=[CH:7][CH:8]=2)[CH2:3][C:2]1=[O:10].[Li+].C[Si]([N-][Si](C)(C)C)(C)C.C1COCC1.O=[C:27]1[C:31]2[CH:32]=[CH:33][CH:34]=[CH:35][C:30]=2[CH:29]([C:36]([O-:38])=[O:37])[O:28]1.[Li+]. (7) The reactants are: C(O)(C(F)(F)F)=O.[CH3:8][N:9]([CH3:43])[C:10](=[O:42])[NH:11][C:12]1[CH:13]=[C:14]([C:18]2[CH:19]=[C:20]3[C:24](=[CH:25][CH:26]=2)[N:23](C2CCCCO2)[N:22]=[C:21]3[C:33]([NH:35][C:36]2[CH:37]=[N:38][CH:39]=[CH:40][CH:41]=2)=[O:34])[CH:15]=[N:16][CH:17]=1.C([SiH](CC)CC)C. Given the product [CH3:8][N:9]([CH3:43])[C:10](=[O:42])[NH:11][C:12]1[CH:13]=[C:14]([C:18]2[CH:19]=[C:20]3[C:24](=[CH:25][CH:26]=2)[NH:23][N:22]=[C:21]3[C:33]([NH:35][C:36]2[CH:37]=[N:38][CH:39]=[CH:40][CH:41]=2)=[O:34])[CH:15]=[N:16][CH:17]=1, predict the reactants needed to synthesize it. (8) Given the product [Br:1][C:2]1[C:3]2[C:4]3[C:9](=[CH:8][C:7]([C:29]([OH:28])([CH3:30])[CH3:24])=[CH:6][CH:5]=3)[NH:10][C:11]=2[C:12]([C:16]([NH2:17])=[O:18])=[CH:13][C:14]=1[CH3:15], predict the reactants needed to synthesize it. The reactants are: [Br:1][C:2]1[C:14]([CH3:15])=[CH:13][C:12]([C:16](=[O:18])[NH2:17])=[C:11]2[C:3]=1[C:4]1[CH:5]=[CH:6][C:7](C(OCC)=O)=[CH:8][C:9]=1[NH:10]2.[CH3:24][Li].CC[O:28][CH2:29][CH3:30].[NH4+].[Cl-]. (9) Given the product [Cl:1][C:2]1[CH:7]=[C:6]([C:8]([F:10])([F:9])[F:11])[CH:5]=[C:4]([N:12]([CH3:13])[CH3:14])[C:3]=1[N:15]1[C:19]([N:20]([CH3:42])[CH2:21][CH2:31][S:32][CH3:33])=[C:18]([S:22][C:23]([F:24])([F:25])[F:26])[C:17]([C:27]#[N:28])=[N:16]1, predict the reactants needed to synthesize it. The reactants are: [Cl:1][C:2]1[CH:7]=[C:6]([C:8]([F:11])([F:10])[F:9])[CH:5]=[C:4]([N:12]([CH3:14])[CH3:13])[C:3]=1[N:15]1[C:19]([NH:20][CH3:21])=[C:18]([S:22][C:23]([F:26])([F:25])[F:24])[C:17]([C:27]#[N:28])=[N:16]1.ClC[CH2:31][S:32][CH3:33].P([O-])([O-])([O-])=O.[K+].[K+].[K+].[CH3:42]CCCCCC.C(OCC)(=O)C. (10) Given the product [F:1][C:2]1[CH:10]=[CH:9][CH:8]=[C:7]2[C:3]=1[C:4]([C:25]([NH:36][C@H:37]1[CH2:41][CH2:40][CH2:39][C@@H:38]1[OH:42])=[O:26])=[CH:5][N:6]2[CH2:11][C:12]1[CH:17]=[CH:16][C:15]([C:18]2[CH:19]=[N:20][N:21]([CH3:23])[CH:22]=2)=[CH:14][C:13]=1[F:24], predict the reactants needed to synthesize it. The reactants are: [F:1][C:2]1[CH:10]=[CH:9][CH:8]=[C:7]2[C:3]=1[C:4]([C:25](Cl)=[O:26])=[CH:5][N:6]2[CH2:11][C:12]1[CH:17]=[CH:16][C:15]([C:18]2[CH:19]=[N:20][N:21]([CH3:23])[CH:22]=2)=[CH:14][C:13]=1[F:24].C(N(CC)CC)C.Cl.[NH2:36][C@H:37]1[CH2:41][CH2:40][CH2:39][C@@H:38]1[OH:42].